Dataset: Full USPTO retrosynthesis dataset with 1.9M reactions from patents (1976-2016). Task: Predict the reactants needed to synthesize the given product. Given the product [Cl:22][C:16]1[CH:17]=[C:18]([Cl:21])[CH:19]=[CH:20][C:15]=1[C:13]1[N:14]=[C:10](/[CH:9]=[CH:8]/[C:5]2[CH:6]=[CH:7][C:2]([C:29]3[CH:28]=[CH:27][CH:26]=[C:25]([O:24][CH3:23])[CH:30]=3)=[CH:3][CH:4]=2)[NH:11][CH:12]=1, predict the reactants needed to synthesize it. The reactants are: Br[C:2]1[CH:7]=[CH:6][C:5](/[CH:8]=[CH:9]/[C:10]2[NH:11][CH:12]=[C:13]([C:15]3[CH:20]=[CH:19][C:18]([Cl:21])=[CH:17][C:16]=3[Cl:22])[N:14]=2)=[CH:4][CH:3]=1.[CH3:23][O:24][C:25]1[CH:26]=[C:27](B(O)O)[CH:28]=[CH:29][CH:30]=1.